From a dataset of Ames mutagenicity test results for genotoxicity prediction. Regression/Classification. Given a drug SMILES string, predict its toxicity properties. Task type varies by dataset: regression for continuous values (e.g., LD50, hERG inhibition percentage) or binary classification for toxic/non-toxic outcomes (e.g., AMES mutagenicity, cardiotoxicity, hepatotoxicity). Dataset: ames. (1) The drug is OC1C=Cc2c(ccc3c4c5c(cccc5cc23)C=C4)C1O. The result is 1 (mutagenic). (2) The molecule is CCN(CC)c1ccc2c(-c3ccccc3C(=O)O)c3ccc(=[N+](CC)CC)cc-3oc2c1. The result is 0 (non-mutagenic). (3) The drug is Cc1nn(C)c(N)c1C(=O)c1ccccc1F. The result is 1 (mutagenic). (4) The molecule is Clc1ccc2ccccc2c1. The result is 0 (non-mutagenic).